From a dataset of Full USPTO retrosynthesis dataset with 1.9M reactions from patents (1976-2016). Predict the reactants needed to synthesize the given product. (1) Given the product [O:1]1[CH:2]=[C:3]([N:8]2[CH2:13][CH2:12][O:11][CH2:10][CH2:9]2)[CH2:4][CH2:5][CH2:6]1, predict the reactants needed to synthesize it. The reactants are: [O:1]1[CH2:6][CH2:5][CH2:4][C:3](=O)[CH2:2]1.[NH:8]1[CH2:13][CH2:12][O:11][CH2:10][CH2:9]1.O. (2) Given the product [CH3:15][O:14][C:12](=[O:13])[C@@H:11]([CH2:10][NH:9][C:1](=[O:8])[C:2]1[CH:3]=[CH:4][CH:5]=[CH:6][CH:7]=1)[C@H:16]([OH:18])[CH3:17], predict the reactants needed to synthesize it. The reactants are: [C:1]([NH:9][CH2:10][CH:11]([C:16](=[O:18])[CH3:17])[C:12]([O:14][CH3:15])=[O:13])(=[O:8])[C:2]1[CH:7]=[CH:6][CH:5]=[CH:4][CH:3]=1.C(O)(C)C.